This data is from Full USPTO retrosynthesis dataset with 1.9M reactions from patents (1976-2016). The task is: Predict the reactants needed to synthesize the given product. (1) The reactants are: C(N(CC)CC)C.[F:8][C:9]([F:15])([F:14])[S:10]([O-:13])(=[O:12])=[O:11].[Fe+2:16].C(#N)C.C(#N)C.C(#N)C.C(#N)C.C(#N)C.C(#N)C.FC(F)(F)S([O-])(=O)=O.[S-]C#N.[Na+].[K+].[Br-].C(OOC(C)(C)C)(C)(C)C. Given the product [F:8][C:9]([F:15])([F:14])[S:10]([O-:13])(=[O:12])=[O:11].[Fe+2:16].[F:8][C:9]([F:15])([F:14])[S:10]([O-:13])(=[O:12])=[O:11].[Fe+2:16], predict the reactants needed to synthesize it. (2) Given the product [Cl:7][C:8]1[CH:9]=[CH:10][C:11]([O:22][CH2:23][C:24]2[CH:25]=[CH:26][CH:27]=[CH:28][CH:29]=2)=[C:12]([CH2:14][C:15]2[S:16][CH:17]=[C:18]([CH:20]=[O:21])[N:19]=2)[CH:13]=1, predict the reactants needed to synthesize it. The reactants are: N1C=CC=CC=1.[Cl:7][C:8]1[CH:9]=[CH:10][C:11]([O:22][CH2:23][C:24]2[CH:29]=[CH:28][CH:27]=[CH:26][CH:25]=2)=[C:12]([CH2:14][C:15]2[S:16][CH:17]=[C:18]([CH2:20][OH:21])[N:19]=2)[CH:13]=1. (3) Given the product [CH3:1][N:2]1[CH2:6][CH2:5][C@@:4]([NH:10][C:11](=[O:17])[O:12][C:13]([CH3:15])([CH3:14])[CH3:16])([CH2:7][C:8]#[C:9][C:20]2[N:25]=[C:24]([CH3:26])[CH:23]=[C:22]([C:27]3[CH:28]=[CH:29][C:30]([C:33]([F:36])([F:34])[F:35])=[CH:31][CH:32]=3)[N:21]=2)[C:3]1=[O:18], predict the reactants needed to synthesize it. The reactants are: [CH3:1][N:2]1[CH2:6][CH2:5][C@@:4]([NH:10][C:11](=[O:17])[O:12][C:13]([CH3:16])([CH3:15])[CH3:14])([CH2:7][C:8]#[CH:9])[C:3]1=[O:18].I[C:20]1[N:25]=[C:24]([CH3:26])[CH:23]=[C:22]([C:27]2[CH:32]=[CH:31][C:30]([C:33]([F:36])([F:35])[F:34])=[CH:29][CH:28]=2)[N:21]=1.C(NC(C)C)(C)C.O. (4) Given the product [Cl:14][CH2:15][C:16]([C:2]1[CH:7]=[CH:6][C:5]([F:8])=[CH:4][N:3]=1)=[O:17], predict the reactants needed to synthesize it. The reactants are: Br[C:2]1[CH:7]=[CH:6][C:5]([F:8])=[CH:4][N:3]=1.C([Mg]Cl)(C)C.[Cl:14][CH2:15][C:16](N(OC)C)=[O:17].Cl. (5) Given the product [F:1][C:2]1[CH:7]=[CH:6][C:5]([CH:8]2[C:13]3[C:14](=[O:18])[CH2:15][O:16][CH2:17][C:12]=3[N:11]([C:24]([O:26][C:27]([CH3:30])([CH3:29])[CH3:28])=[O:25])[C:10]3[CH2:19][O:20][C:21](=[O:22])[C:9]2=3)=[CH:4][C:3]=1[I:23], predict the reactants needed to synthesize it. The reactants are: [F:1][C:2]1[CH:7]=[CH:6][C:5]([CH:8]2[C:13]3[C:14](=[O:18])[CH2:15][O:16][CH2:17][C:12]=3[NH:11][C:10]3[CH2:19][O:20][C:21](=[O:22])[C:9]2=3)=[CH:4][C:3]=1[I:23].[C:24](O[C:24]([O:26][C:27]([CH3:30])([CH3:29])[CH3:28])=[O:25])([O:26][C:27]([CH3:30])([CH3:29])[CH3:28])=[O:25]. (6) Given the product [NH:31]1[C:32]2[C:28](=[CH:27][C:26]([NH:25][C:23]3[C:22]4[C:17](=[CH:18][CH:19]=[CH:20][CH:21]=4)[N:16]=[C:15]([C:11]4[CH:10]=[C:9]([CH:14]=[CH:13][CH:12]=4)[O:8][CH2:7][C:6]([NH:5][CH2:4][CH2:3][N:2]([CH3:1])[CH3:43])=[O:42])[N:24]=3)=[CH:34][CH:33]=2)[CH:29]=[N:30]1, predict the reactants needed to synthesize it. The reactants are: [CH3:1][N:2]([CH3:43])[CH2:3][CH2:4][NH:5][C:6](=[O:42])[CH2:7][O:8][C:9]1[CH:10]=[C:11]([C:15]2[N:24]=[C:23]([NH:25][C:26]3[CH:27]=[C:28]4[C:32](=[CH:33][CH:34]=3)[N:31](C(OC(C)(C)C)=O)[N:30]=[CH:29]4)[C:22]3[C:17](=[CH:18][CH:19]=[CH:20][CH:21]=3)[N:16]=2)[CH:12]=[CH:13][CH:14]=1.C(O)(C(F)(F)F)=O.